From a dataset of Forward reaction prediction with 1.9M reactions from USPTO patents (1976-2016). Predict the product of the given reaction. (1) Given the reactants [I:1][C:2]1[CH:8]=[C:7]([N+:9]([O-:11])=[O:10])[CH:6]=[CH:5][C:3]=1[NH2:4].[H-].[Na+].[C:14]([O:18][C:19](O[C:19]([O:18][C:14]([CH3:17])([CH3:16])[CH3:15])=[O:20])=[O:20])([CH3:17])([CH3:16])[CH3:15], predict the reaction product. The product is: [I:1][C:2]1[CH:8]=[C:7]([N+:9]([O-:11])=[O:10])[CH:6]=[CH:5][C:3]=1[NH:4][C:19](=[O:20])[O:18][C:14]([CH3:17])([CH3:16])[CH3:15]. (2) Given the reactants C(O[C:6]([N:8]1[CH2:11][CH:10]([O:12][C:13]2[CH:18]=[CH:17][C:16]([N:19]3[CH:24]=[CH:23][C:22]4[CH:25]=[C:26]([C:28]5[CH:33]=[CH:32][C:31]([Cl:34])=[CH:30][CH:29]=5)[S:27][C:21]=4[C:20]3=[O:35])=[CH:15][C:14]=2[F:36])[CH2:9]1)=O)(C)(C)C.C(O)(C(F)(F)F)=O.C=O.CC(O)=O.[BH3-]C#N.[Na+], predict the reaction product. The product is: [Cl:34][C:31]1[CH:32]=[CH:33][C:28]([C:26]2[S:27][C:21]3[C:20](=[O:35])[N:19]([C:16]4[CH:17]=[CH:18][C:13]([O:12][CH:10]5[CH2:9][N:8]([CH3:6])[CH2:11]5)=[C:14]([F:36])[CH:15]=4)[CH:24]=[CH:23][C:22]=3[CH:25]=2)=[CH:29][CH:30]=1. (3) Given the reactants [Cl:1][C:2]1[CH:3]=[C:4]2[C:9](=[CH:10][CH:11]=1)[CH:8]=[C:7]([S:12]([NH:15][C@H:16]1[CH2:20][CH2:19][N:18]([C:21]3[CH:22]=[C:23]4[C:27](=[CH:28][CH:29]=3)[CH:26]([N:30]([CH3:37])[C:31](=[O:36])[C:32]([F:35])([F:34])[F:33])[CH2:25][CH2:24]4)[C:17]1=[O:38])(=[O:14])=[O:13])[CH:6]=[CH:5]2.[C:39](=O)([O-])[O-].[K+].[K+].IC, predict the reaction product. The product is: [Cl:1][C:2]1[CH:3]=[C:4]2[C:9](=[CH:10][CH:11]=1)[CH:8]=[C:7]([S:12]([N:15]([CH3:39])[C@H:16]1[CH2:20][CH2:19][N:18]([C:21]3[CH:22]=[C:23]4[C:27](=[CH:28][CH:29]=3)[CH:26]([N:30]([CH3:37])[C:31](=[O:36])[C:32]([F:35])([F:34])[F:33])[CH2:25][CH2:24]4)[C:17]1=[O:38])(=[O:13])=[O:14])[CH:6]=[CH:5]2. (4) Given the reactants C[O:2][C:3]([CH:5]1[CH2:12][CH:11]2[N:13]([C@@H:14]([C:16]3[CH:25]=[CH:24][C:23]4[C:18](=[CH:19][CH:20]=[C:21]([O:30][C@H:31]5[CH2:36][CH2:35][C@@H:34]([C:37]([F:40])([F:39])[F:38])[CH2:33][CH2:32]5)[C:22]=4[C:26]([F:29])([F:28])[F:27])[CH:17]=3)[CH3:15])[CH:7]([CH2:8][CH2:9][CH2:10]2)[CH2:6]1)=[O:4].O1CCCC1.CO.[OH-].[Na+].Cl, predict the reaction product. The product is: [F:29][C:26]([F:27])([F:28])[C:22]1[C:21]([O:30][C@H:31]2[CH2:32][CH2:33][C@@H:34]([C:37]([F:39])([F:40])[F:38])[CH2:35][CH2:36]2)=[CH:20][CH:19]=[C:18]2[C:23]=1[CH:24]=[CH:25][C:16]([C@H:14]([N:13]1[CH:11]3[CH2:10][CH2:9][CH2:8][CH:7]1[CH2:6][CH:5]([C:3]([OH:4])=[O:2])[CH2:12]3)[CH3:15])=[CH:17]2. (5) The product is: [Cl:1][C:2]1[CH:7]=[C:6]([C:8]([F:11])([F:10])[F:9])[C:5]([NH2:12])=[C:4]([C:22]#[C:21][C:16]2[CH:17]=[CH:18][CH:19]=[CH:20][C:15]=2[Cl:14])[CH:3]=1. Given the reactants [Cl:1][C:2]1[CH:7]=[C:6]([C:8]([F:11])([F:10])[F:9])[C:5]([NH2:12])=[C:4](I)[CH:3]=1.[Cl:14][C:15]1[CH:20]=[CH:19][CH:18]=[CH:17][C:16]=1[C:21]#[CH:22], predict the reaction product. (6) Given the reactants Cl.[NH:2]1[C:10]2[C:5](=[CH:6][C:7]([C:11]3[N:15]([CH3:16])[C:14]([C:17]#[N:18])=[CH:13][CH:12]=3)=[CH:8][CH:9]=2)[CH2:4][CH2:3]1.C(N(CC)CC)C.[CH3:26][S:27](Cl)(=[O:29])=[O:28], predict the reaction product. The product is: [CH3:16][N:15]1[C:11]([C:7]2[CH:6]=[C:5]3[C:10](=[CH:9][CH:8]=2)[N:2]([S:27]([CH3:26])(=[O:29])=[O:28])[CH2:3][CH2:4]3)=[CH:12][CH:13]=[C:14]1[C:17]#[N:18].